Dataset: Forward reaction prediction with 1.9M reactions from USPTO patents (1976-2016). Task: Predict the product of the given reaction. (1) The product is: [Cl:15][C:16]1[C:17]([NH:36][C:37]2[CH:42]=[CH:41][CH:40]=[CH:39][C:38]=2[C:43]2[N:44]([CH3:48])[CH:45]=[CH:46][N:47]=2)=[N:18][C:19]([NH:22][C:23]2[CH:24]=[CH:25][C:26]3[CH2:32][CH2:31][C:30]([F:34])([F:33])[CH2:29][CH2:28][C:27]=3[CH:35]=2)=[N:20][CH:21]=1. Given the reactants C(N1CCC2C=C(N)C=CC=2CC1)C.[Cl:15][C:16]1[C:17]([NH:36][C:37]2[CH:42]=[CH:41][CH:40]=[CH:39][C:38]=2[C:43]2[N:44]([CH3:48])[CH:45]=[CH:46][N:47]=2)=[N:18][C:19]([NH:22][C:23]2[CH:24]=[CH:25][C:26]3[CH2:32][CH2:31][C:30]([F:34])([F:33])[CH2:29][CH2:28][C:27]=3[CH:35]=2)=[N:20][CH:21]=1.FC1(F)CCC2C=C(N)C=CC=2CC1, predict the reaction product. (2) Given the reactants C([O:3][C:4]([C:6]1[CH:10]=[C:9]([C:11]2[N:12]([CH3:16])[CH:13]=[CH:14][CH:15]=2)[N:8]([C:17]2[CH:18]=[N:19][CH:20]=[CH:21][CH:22]=2)[N:7]=1)=[O:5])C.[OH-].[Na+], predict the reaction product. The product is: [CH3:16][N:12]1[CH:13]=[CH:14][CH:15]=[C:11]1[C:9]1[N:8]([C:17]2[CH:18]=[N:19][CH:20]=[CH:21][CH:22]=2)[N:7]=[C:6]([C:4]([OH:5])=[O:3])[CH:10]=1. (3) Given the reactants [CH2:1]([O:3][C@@H:4]([CH2:10][C:11]1[CH:16]=[CH:15][C:14]([OH:17])=[CH:13][CH:12]=1)[C:5]([O:7][CH2:8][CH3:9])=[O:6])[CH3:2].[F:18][C:19]([F:32])([F:31])[S:20](O[S:20]([C:19]([F:32])([F:31])[F:18])(=[O:22])=[O:21])(=[O:22])=[O:21], predict the reaction product. The product is: [CH2:1]([O:3][C@@H:4]([CH2:10][C:11]1[CH:12]=[CH:13][C:14]([O:17][S:20]([C:19]([F:32])([F:31])[F:18])(=[O:22])=[O:21])=[CH:15][CH:16]=1)[C:5]([O:7][CH2:8][CH3:9])=[O:6])[CH3:2]. (4) The product is: [CH2:45]([O:52][C:26]([NH:23][C@@H:10]1[CH2:9][N:8]([C:6]([O:5][C:1]([CH3:2])([CH3:3])[CH3:4])=[O:7])[CH2:13][C@H:12]([C:14]([OH:16])=[O:15])[CH2:11]1)=[O:35])[C:46]1[CH:51]=[CH:50][CH:49]=[CH:48][CH:47]=1. Given the reactants [C:1]([O:5][C:6]([N:8]1[CH2:13][C@H:12]([C:14]([O:16]C)=[O:15])[CH2:11][C@H:10](C(O)=O)[CH2:9]1)=[O:7])([CH3:4])([CH3:3])[CH3:2].C([N:23]([CH2:26]C)CC)C.C1(P(N=[N+]=[N-])(C2C=CC=CC=2)=[O:35])C=CC=CC=1.[CH2:45]([OH:52])[C:46]1[CH:51]=[CH:50][CH:49]=[CH:48][CH:47]=1.N([O-])=O.[Na+].[OH-].[Na+].C(O)(=O)CC(CC(O)=O)(C(O)=O)O, predict the reaction product. (5) Given the reactants C([O:8][N:9]1[C:15](=[O:16])[N:14]2[CH2:17][C@H:10]1[CH2:11][CH2:12][C@H:13]2[C:18]([NH:20][O:21][CH2:22][C:23]1[N:24]=[CH:25][N:26]([C:28]([O:30][C:31]([CH3:34])([CH3:33])[CH3:32])=[O:29])[CH:27]=1)=[O:19])C1C=CC=CC=1, predict the reaction product. The product is: [OH:8][N:9]1[C:15](=[O:16])[N:14]2[CH2:17][C@H:10]1[CH2:11][CH2:12][C@H:13]2[C:18]([NH:20][O:21][CH2:22][C:23]1[N:24]=[CH:25][N:26]([C:28]([O:30][C:31]([CH3:34])([CH3:33])[CH3:32])=[O:29])[CH:27]=1)=[O:19]. (6) Given the reactants Cl.[Cl:2][C:3]1[CH:4]=[C:5]([C:13]2[O:17][N:16]=[C:15]([C:18]3[C:28]4[O:27][CH2:26][CH2:25][N:24](C(OC(C)(C)C)=O)[CH:23]([CH2:36][CH2:37][CH2:38][C:39]([OH:41])=[O:40])[C:22]=4[CH:21]=[CH:20][CH:19]=3)[N:14]=2)[CH:6]=[CH:7][C:8]=1[O:9][CH:10]([CH3:12])[CH3:11], predict the reaction product. The product is: [ClH:2].[Cl:2][C:3]1[CH:4]=[C:5]([C:13]2[O:17][N:16]=[C:15]([C:18]3[C:28]4[O:27][CH2:26][CH2:25][NH:24][CH:23]([CH2:36][CH2:37][CH2:38][C:39]([OH:41])=[O:40])[C:22]=4[CH:21]=[CH:20][CH:19]=3)[N:14]=2)[CH:6]=[CH:7][C:8]=1[O:9][CH:10]([CH3:12])[CH3:11]. (7) Given the reactants N1([CH2:5][CH2:6][CH2:7][N:8]2[C:16]([O:17][CH3:18])=[N:15][C:14]3[C:9]2=[N:10][C:11]([O:20][CH2:21][CH2:22][CH2:23][CH3:24])=[N:12][C:13]=3[NH2:19])CCC1.F[C:26](F)(F)[C:27](O)=O.C(OC1NC(N)=C2C(N=1)=NC(OC)=N2)CCC.BrCCCCBr.[NH:55]1[CH2:61]C[CH2:59][CH2:58][CH2:57][CH2:56]1, predict the reaction product. The product is: [CH2:21]([O:20][C:11]1[N:10]=[C:9]2[C:14]([N:15]=[C:16]([O:17][CH3:18])[N:8]2[CH2:7][CH2:6][CH2:5][CH2:61][N:55]2[CH2:27][CH2:26][CH2:59][CH2:58][CH2:57][CH2:56]2)=[C:13]([NH2:19])[N:12]=1)[CH2:22][CH2:23][CH3:24].